The task is: Predict the reactants needed to synthesize the given product.. This data is from Full USPTO retrosynthesis dataset with 1.9M reactions from patents (1976-2016). (1) Given the product [F:27][C:28]1[C:29]([C:35]2[N:36]=[C:24]([CH:10]3[CH2:11][CH:12]([C:14]4[CH:15]=[CH:16][C:17]([C:20]([F:21])([F:23])[F:22])=[CH:18][CH:19]=4)[CH2:13][N:8]([C:6]([N:4]4[CH2:3][CH:2]([OH:1])[CH2:5]4)=[O:7])[CH2:9]3)[O:26][N:37]=2)=[N:30][CH:31]=[C:32]([F:34])[CH:33]=1, predict the reactants needed to synthesize it. The reactants are: [OH:1][CH:2]1[CH2:5][N:4]([C:6]([N:8]2[CH2:13][CH:12]([C:14]3[CH:19]=[CH:18][C:17]([C:20]([F:23])([F:22])[F:21])=[CH:16][CH:15]=3)[CH2:11][CH:10]([C:24]([OH:26])=O)[CH2:9]2)=[O:7])[CH2:3]1.[F:27][C:28]1[C:29]([C:35](=[N:37]O)[NH2:36])=[N:30][CH:31]=[C:32]([F:34])[CH:33]=1. (2) The reactants are: [N:1]1[CH:6]=[CH:5][CH:4]=[CH:3][C:2]=1[C:7]([C@H:9]1[CH2:13][CH2:12][CH2:11][O:10]1)=[O:8].[BH4-].[Na+].O. Given the product [N:1]1[CH:6]=[CH:5][CH:4]=[CH:3][C:2]=1[C@H:7]([CH:9]1[CH2:13][CH2:12][CH2:11][O:10]1)[OH:8], predict the reactants needed to synthesize it. (3) The reactants are: FC1C=C(F)C=CC=1C1C=C(CN2C(=O)C3=CC=CC=C3C2=O)C(=O)N(CC(C)C)N=1.[C:32]([C:35]1[C:36](=[O:58])[N:37]([CH2:49][C:50]2[CH:55]=[CH:54][C:53]([F:56])=[C:52]([F:57])[CH:51]=2)[N:38]=[C:39]([C:41]2[CH:46]=[CH:45][C:44]([F:47])=[C:43]([CH3:48])[CH:42]=2)[CH:40]=1)(O)=[O:33]. Given the product [F:57][C:52]1[CH:51]=[C:50]([CH:55]=[CH:54][C:53]=1[F:56])[CH2:49][N:37]1[C:36](=[O:58])[C:35]([CH2:32][OH:33])=[CH:40][C:39]([C:41]2[CH:46]=[CH:45][C:44]([F:47])=[C:43]([CH3:48])[CH:42]=2)=[N:38]1, predict the reactants needed to synthesize it. (4) Given the product [C:1]([O:5][C:6]([N:8]1[C@@H:12]([CH2:13][C@H:14]([OH:15])[CH2:18][CH3:19])[CH2:11][O:10][C:9]1([CH3:17])[CH3:16])=[O:7])([CH3:4])([CH3:3])[CH3:2], predict the reactants needed to synthesize it. The reactants are: [C:1]([O:5][C:6]([N:8]1[C@@H:12]([CH2:13][CH:14]=[O:15])[CH2:11][O:10][C:9]1([CH3:17])[CH3:16])=[O:7])([CH3:4])([CH3:3])[CH3:2].[CH2:18]([Mg]Br)[CH3:19]. (5) Given the product [Br:28][C:25]1[CH:24]=[CH:23][C:22]([C@H:17]([NH:1][C@@H:2]([CH2:8][CH:9]([Cl:10])[Cl:11])[C:3]([O:5][CH2:6][CH3:7])=[O:4])[C:18]([F:19])([F:20])[F:21])=[CH:27][CH:26]=1, predict the reactants needed to synthesize it. The reactants are: [NH2:1][C@@H:2]([CH2:8][CH:9]([Cl:11])[Cl:10])[C:3]([O:5][CH2:6][CH3:7])=[O:4].FC(F)(F)C(O[C@@H:17]([C:22]1[CH:27]=[CH:26][C:25]([Br:28])=[CH:24][CH:23]=1)[C:18]([F:21])([F:20])[F:19])=O.C(N(C(C)C)CC)(C)C.